From a dataset of Full USPTO retrosynthesis dataset with 1.9M reactions from patents (1976-2016). Predict the reactants needed to synthesize the given product. (1) Given the product [NH2:7][C@@H:8]([C@@H:9]([CH3:12])[CH2:10][CH3:11])[CH2:13][N:14]([C:27]1[CH:36]=[CH:35][C:34]2[C:29](=[CH:30][CH:31]=[C:32]([CH:37]3[CH2:39][CH2:38]3)[CH:33]=2)[CH:28]=1)[C:15]([C@@H:17]1[CH2:19][C@H:18]1[C:20]1[CH:25]=[CH:24][C:23]([F:26])=[CH:22][N:21]=1)=[O:16], predict the reactants needed to synthesize it. The reactants are: C(OC(=O)[NH:7][C@H:8]([CH2:13][N:14]([C:27]1[CH:36]=[CH:35][C:34]2[C:29](=[CH:30][CH:31]=[C:32]([CH:37]3[CH2:39][CH2:38]3)[CH:33]=2)[CH:28]=1)[C:15]([C@@H:17]1[CH2:19][C@H:18]1[C:20]1[CH:25]=[CH:24][C:23]([F:26])=[CH:22][N:21]=1)=[O:16])[C@@H:9]([CH3:12])[CH2:10][CH3:11])(C)(C)C.C(O)(C(F)(F)F)=O. (2) Given the product [I:14][C:8]1[C:9]([CH3:11])=[CH:10][C:2]([CH3:1])=[C:3]([CH:7]=1)[C:4]([OH:6])=[O:5], predict the reactants needed to synthesize it. The reactants are: [CH3:1][C:2]1[CH:10]=[C:9]([CH3:11])[CH:8]=[CH:7][C:3]=1[C:4]([OH:6])=[O:5].II.[I:14]([O-])(=O)(=O)=O.[Na+].S(=O)(=O)(O)O. (3) Given the product [NH2:1][C:2]1[N:7]=[CH:6][C:5]([C:8]2[CH:16]=[CH:15][CH:14]=[C:13]3[C:9]=2[C:10](=[CH:34][C:20]2[NH:21][C:22]([CH3:33])=[C:23]([C:24]([N:26]4[CH2:27][CH2:28][N:29]([CH3:32])[CH2:30][CH2:31]4)=[O:25])[C:19]=2[CH3:18])[C:11](=[O:17])[NH:12]3)=[CH:4][N:3]=1, predict the reactants needed to synthesize it. The reactants are: [NH2:1][C:2]1[N:7]=[CH:6][C:5]([C:8]2[CH:16]=[CH:15][CH:14]=[C:13]3[C:9]=2[CH2:10][C:11](=[O:17])[NH:12]3)=[CH:4][N:3]=1.[CH3:18][C:19]1[C:23]([C:24]([N:26]2[CH2:31][CH2:30][N:29]([CH3:32])[CH2:28][CH2:27]2)=[O:25])=[C:22]([CH3:33])[NH:21][C:20]=1[CH:34]=O.